From a dataset of Forward reaction prediction with 1.9M reactions from USPTO patents (1976-2016). Predict the product of the given reaction. (1) Given the reactants [F:1][C:2]1[C:7]([F:8])=[CH:6][CH:5]=[CH:4][C:3]=1[C:9]1[CH:14]=[CH:13][N:12]=[C:11]2[N:15](S(C3C=CC=CC=3)(=O)=O)[C:16]([C:18]3[CH2:19][N:20]([C:24]([O:26][C:27]([CH3:30])([CH3:29])[CH3:28])=[O:25])[CH2:21][CH2:22][CH:23]=3)=[CH:17][C:10]=12.[OH-].[Na+], predict the reaction product. The product is: [F:1][C:2]1[C:7]([F:8])=[CH:6][CH:5]=[CH:4][C:3]=1[C:9]1[CH:14]=[CH:13][N:12]=[C:11]2[NH:15][C:16]([C:18]3[CH2:19][N:20]([C:24]([O:26][C:27]([CH3:30])([CH3:29])[CH3:28])=[O:25])[CH2:21][CH2:22][CH:23]=3)=[CH:17][C:10]=12. (2) Given the reactants [CH:1]([O:4][C:5]([N:7]1[CH:12]([CH2:13][CH3:14])[CH2:11][CH:10]([N:15]([CH2:21][C:22]2[CH:27]=[C:26]([C:28]([F:31])([F:30])[F:29])[CH:25]=[C:24]([C:32]([F:35])([F:34])[F:33])[CH:23]=2)[C:16]2[N:17]=[N:18][NH:19][N:20]=2)[CH2:9][CH:8]1[CH2:36][CH3:37])=[O:6])([CH3:3])[CH3:2].Br[CH2:39][CH2:40][OH:41].C(=O)([O-])[O-].[K+].[K+], predict the reaction product. The product is: [CH:1]([O:4][C:5]([N:7]1[CH:12]([CH2:13][CH3:14])[CH2:11][CH:10]([N:15]([CH2:21][C:22]2[CH:23]=[C:24]([C:32]([F:33])([F:34])[F:35])[CH:25]=[C:26]([C:28]([F:31])([F:29])[F:30])[CH:27]=2)[C:16]2[N:17]=[N:18][N:19]([CH2:39][CH2:40][OH:41])[N:20]=2)[CH2:9][CH:8]1[CH2:36][CH3:37])=[O:6])([CH3:3])[CH3:2]. (3) Given the reactants [C:1]1([C:7]2C=C(C=CC=2)N)[CH2:6][CH2:5][CH2:4][CH2:3][CH:2]=1.NC1C=C2C(CCCC2=O)=CC=1.[OH:26][C:27]1[CH:32]=[CH:31][C:30]([CH2:33][C:34]([NH:36][C:37]2[CH:46]=[C:45]3[C:40]([CH2:41][CH2:42][CH2:43][C:44]3=[O:47])=[CH:39][CH:38]=2)=[O:35])=[CH:29][C:28]=1[O:48][CH3:49].C(=O)C1C=CC=CC=1, predict the reaction product. The product is: [OH:26][C:27]1[CH:32]=[CH:31][C:30]([CH2:33][C:34]([NH:36][C:37]2[CH:46]=[C:45]3[C:40]([CH2:41][CH2:42][C:43](=[CH:7][C:1]4[CH:6]=[CH:5][CH:4]=[CH:3][CH:2]=4)[C:44]3=[O:47])=[CH:39][CH:38]=2)=[O:35])=[CH:29][C:28]=1[O:48][CH3:49]. (4) Given the reactants [Cl:1][C:2]1[C:3]([CH:8](C(OCC)=O)[C:9]([O:11][CH2:12][CH3:13])=[O:10])=[N:4][CH:5]=[CH:6][CH:7]=1.CS(C)=O.[Cl-].[Na+], predict the reaction product. The product is: [Cl:1][C:2]1[C:3]([CH2:8][C:9]([O:11][CH2:12][CH3:13])=[O:10])=[N:4][CH:5]=[CH:6][CH:7]=1. (5) Given the reactants [BH4-].[Na+].[CH3:3][C:4]1([CH3:17])[CH2:9][CH2:8][CH2:7][CH:6]([CH:10]([O:12][CH2:13][C:14](O)=[O:15])[CH3:11])[CH2:5]1, predict the reaction product. The product is: [CH3:17][C:4]1([CH3:3])[CH2:9][CH2:8][CH2:7][CH:6]([CH:10]([O:12][CH2:13][CH2:14][OH:15])[CH3:11])[CH2:5]1. (6) Given the reactants [NH2:1][C:2]1[CH:7]=[C:6]([Cl:8])[CH:5]=[C:4]([Cl:9])[C:3]=1[OH:10].[F:11][C:12]1[CH:20]=[CH:19][C:18]([N+:21]([O-:23])=[O:22])=[CH:17][C:13]=1[C:14](Cl)=[O:15], predict the reaction product. The product is: [OH:10][C:3]1[C:4]([Cl:9])=[CH:5][C:6]([Cl:8])=[CH:7][C:2]=1[NH:1][C:14](=[O:15])[C:13]1[CH:17]=[C:18]([N+:21]([O-:23])=[O:22])[CH:19]=[CH:20][C:12]=1[F:11].